From a dataset of Full USPTO retrosynthesis dataset with 1.9M reactions from patents (1976-2016). Predict the reactants needed to synthesize the given product. Given the product [C:22]([O:25][C:26](=[O:27])[NH:10][C:8](=[NH:9])[S:7][CH3:6])([CH3:24])([CH3:23])[CH3:21], predict the reactants needed to synthesize it. The reactants are: S(O)(O)(=O)=O.[CH3:6][S:7][C:8](=[NH:10])[NH2:9].[CH3:6][S:7][C:8](=[NH:10])[NH2:9].C([O-])(O)=O.[Na+].[CH3:21][C:22]([O:25][C:26](O[C:26]([O:25][C:22]([CH3:24])([CH3:23])[CH3:21])=[O:27])=[O:27])([CH3:24])[CH3:23].